This data is from Full USPTO retrosynthesis dataset with 1.9M reactions from patents (1976-2016). The task is: Predict the reactants needed to synthesize the given product. (1) Given the product [F:1][C:2]1[CH:7]=[CH:6][C:5]([OH:8])=[C:4]([C:10]2([CH3:9])[CH2:15][CH2:14][CH2:13][CH2:12][CH2:11]2)[CH:3]=1, predict the reactants needed to synthesize it. The reactants are: [F:1][C:2]1[CH:7]=[CH:6][C:5]([OH:8])=[CH:4][CH:3]=1.[CH3:9][C:10]1(O)[CH2:15][CH2:14][CH2:13][CH2:12][CH2:11]1.S(=O)(=O)(O)O. (2) Given the product [ClH:43].[CH3:42][O:41][C:36]1[CH:37]=[CH:38][CH:39]=[CH:40][C:35]=1[C:5]1[C:6]2[N:7]=[C:8]([NH:13][C:14]3[N:18]([CH:19]([CH3:21])[CH3:20])[N:17]=[C:16]([CH:22]4[CH2:27][CH2:26][NH:25][CH2:24][CH2:23]4)[CH:15]=3)[N:9]=[CH:10][C:11]=2[S:12][C:4]=1[C:1]([NH2:2])=[O:3], predict the reactants needed to synthesize it. The reactants are: [C:1]([C:4]1[S:12][C:11]2[CH:10]=[N:9][C:8]([NH:13][C:14]3[N:18]([CH:19]([CH3:21])[CH3:20])[N:17]=[C:16]([CH:22]4[CH2:27][CH2:26][N:25](C(OC(C)(C)C)=O)[CH2:24][CH2:23]4)[CH:15]=3)=[N:7][C:6]=2[C:5]=1[C:35]1[CH:40]=[CH:39][CH:38]=[CH:37][C:36]=1[O:41][CH3:42])(=[O:3])[NH2:2].[ClH:43]. (3) Given the product [C:1]([C:5]1[CH:6]=[C:7]2[C:12](=[C:13]([F:15])[CH:14]=1)[C:11](=[O:16])[N:10]([C:17]1[CH:24]=[C:23]([F:25])[CH:22]=[C:21]([C:26]3[CH:31]=[C:30]([NH:32][C:33]4[CH:38]=[CH:37][C:36]([N:39]5[CH2:44][CH2:43][N:42]([CH:45]6[CH2:46][O:47][CH2:48]6)[CH2:41][C@@H:40]5[CH2:49][CH3:50])=[CH:35][N:34]=4)[C:29](=[O:51])[N:28]([CH3:52])[CH:27]=3)[C:18]=1[CH2:19][OH:20])[N:9]=[CH:8]2)([CH3:2])([CH3:3])[CH3:4], predict the reactants needed to synthesize it. The reactants are: [C:1]([C:5]1[CH:6]=[C:7]2[C:12](=[C:13]([F:15])[CH:14]=1)[C:11](=[O:16])[N:10]([C:17]1[CH:24]=[C:23]([F:25])[CH:22]=[C:21]([C:26]3[CH:31]=[C:30]([NH:32][C:33]4[CH:38]=[CH:37][C:36]([N:39]5[CH2:44][CH2:43][N:42]([CH:45]6[CH2:48][O:47][CH2:46]6)[CH2:41][C@@H:40]5[CH2:49][CH3:50])=[CH:35][N:34]=4)[C:29](=[O:51])[N:28]([CH3:52])[CH:27]=3)[C:18]=1[CH:19]=[O:20])[N:9]=[CH:8]2)([CH3:4])([CH3:3])[CH3:2].[BH4-].[Na+]. (4) Given the product [CH3:1][C:2]1[CH:7]=[CH:6][C:5]([C:8]([F:10])([F:9])[F:11])=[CH:4][C:3]=1[S:12]([N:15]1[CH2:16][CH2:17][NH:18][CH2:19][CH2:20]1)(=[O:14])=[O:13], predict the reactants needed to synthesize it. The reactants are: [CH3:1][C:2]1[CH:7]=[CH:6][C:5]([C:8]([F:11])([F:10])[F:9])=[CH:4][C:3]=1[S:12]([N:15]1[CH2:20][CH2:19][N:18](C(OC(C)(C)C)=O)[CH2:17][CH2:16]1)(=[O:14])=[O:13].Cl. (5) Given the product [NH2:19][C:14]1[CH:13]=[C:12]([C:9]2[CH:10]=[CH:11][C:6]3[NH:5][C:4](=[O:22])[O:3][C:2]([CH3:1])([CH3:23])[C:7]=3[CH:8]=2)[NH:16][C:15]=1[C:17]#[N:18], predict the reactants needed to synthesize it. The reactants are: [CH3:1][C:2]1([CH3:23])[C:7]2[CH:8]=[C:9]([C:12]3[NH:16][C:15]([C:17]#[N:18])=[C:14]([N+:19]([O-])=O)[CH:13]=3)[CH:10]=[CH:11][C:6]=2[NH:5][C:4](=[O:22])[O:3]1.[NH4+].[Cl-]. (6) Given the product [CH3:1][C:2]1[C:7]([C:8]2[CH:13]=[CH:12][CH:11]=[CH:10][C:9]=2[C:14]([F:16])([F:17])[F:15])=[N:6][N:5]2[C:18]([NH:21][C:28](=[O:29])[C:23]3[CH:24]=[CH:25][CH:26]=[CH:27][N:22]=3)=[CH:19][N:20]=[C:4]2[CH:3]=1, predict the reactants needed to synthesize it. The reactants are: [CH3:1][C:2]1[C:7]([C:8]2[CH:13]=[CH:12][CH:11]=[CH:10][C:9]=2[C:14]([F:17])([F:16])[F:15])=[N:6][N:5]2[C:18]([NH2:21])=[CH:19][N:20]=[C:4]2[CH:3]=1.[N:22]1[CH:27]=[CH:26][CH:25]=[CH:24][C:23]=1[C:28](O)=[O:29].CCN(C(C)C)C(C)C.CN(C(ON1N=NC2C=CC=NC1=2)=[N+](C)C)C.F[P-](F)(F)(F)(F)F. (7) Given the product [CH2:19]([O:18][C:16](=[O:17])[CH:15]([C:12]1[CH:13]=[CH:14][C:9]([O:8][Si:1]([C:4]([CH3:6])([CH3:5])[CH3:7])([CH3:3])[CH3:2])=[CH:10][CH:11]=1)[CH2:26][C:27]([OH:29])=[O:28])[C:20]1[CH:25]=[CH:24][CH:23]=[CH:22][CH:21]=1, predict the reactants needed to synthesize it. The reactants are: [Si:1]([O:8][C:9]1[CH:14]=[CH:13][C:12]([CH:15]([CH2:26][C:27]([O:29]C(C)(C)C)=[O:28])[C:16]([O:18][CH2:19][C:20]2[CH:25]=[CH:24][CH:23]=[CH:22][CH:21]=2)=[O:17])=[CH:11][CH:10]=1)([C:4]([CH3:7])([CH3:6])[CH3:5])([CH3:3])[CH3:2]. (8) Given the product [Cl:1][C:2]1[CH:7]=[CH:6][C:5]([CH:8]([C:10]2[CH:15]=[CH:14][C:13]([CH2:16][N:17]3[CH2:22][CH2:21][O:20][CH2:19][CH2:18]3)=[CH:12][CH:11]=2)[N:31]2[C:32]3[C:27](=[CH:26][C:25]([O:24][CH3:23])=[CH:34][CH:33]=3)[C:28]([NH2:35])=[CH:29][CH2:30]2)=[CH:4][CH:3]=1, predict the reactants needed to synthesize it. The reactants are: [Cl:1][C:2]1[CH:7]=[CH:6][C:5]([CH:8]([C:10]2[CH:15]=[CH:14][C:13]([CH2:16][N:17]3[CH2:22][CH2:21][O:20][CH2:19][CH2:18]3)=[CH:12][CH:11]=2)O)=[CH:4][CH:3]=1.[CH3:23][O:24][C:25]1[CH:26]=[C:27]2[C:32](=[CH:33][CH:34]=1)[N:31]=[CH:30][CH:29]=[C:28]2[NH2:35].ClC1C=C2C(C(N)=CCN2C(C2C=CC(Cl)=CC=2)C2C=CC(CN3CCOCC3)=CC=2)=CC=1.